From a dataset of Forward reaction prediction with 1.9M reactions from USPTO patents (1976-2016). Predict the product of the given reaction. (1) Given the reactants N1C=CC=C(CO)C=1.[CH3:9][C:10]([CH3:23])([CH2:14][O:15][Si:16]([CH3:22])([CH3:21])[C:17]([CH3:20])([CH3:19])[CH3:18])[C:11]([OH:13])=[O:12].[CH:33]1([N:32]=C=[N:32][CH:33]2[CH2:38][CH2:37][CH2:36][CH2:35][CH2:34]2)[CH2:38][CH2:37][CH2:36][CH2:35][CH2:34]1, predict the reaction product. The product is: [CH3:9][C:10]([CH3:23])([CH2:14][O:15][Si:16]([CH3:22])([CH3:21])[C:17]([CH3:18])([CH3:20])[CH3:19])[C:11]([O:13][CH2:34][C:33]1[CH:38]=[CH:37][CH:36]=[CH:35][N:32]=1)=[O:12]. (2) The product is: [C:30]([O:34][C:35]([N:8]1[CH2:9][CH2:10][C:4]2[C:3]([NH:13][CH2:14][C:15]3[CH:20]=[CH:19][C:18]([C:21]([NH:23][CH:24]([CH3:29])[C:25]([F:27])([F:26])[F:28])=[O:22])=[CH:17][CH:16]=3)=[C:2]([Cl:1])[CH:12]=[CH:11][C:5]=2[CH2:6][CH2:7]1)=[O:36])([CH3:33])([CH3:32])[CH3:31]. Given the reactants [Cl:1][C:2]1[CH:12]=[CH:11][C:5]2[CH2:6][CH2:7][NH:8][CH2:9][CH2:10][C:4]=2[C:3]=1[NH:13][CH2:14][C:15]1[CH:20]=[CH:19][C:18]([C:21]([NH:23][CH:24]([CH3:29])[C:25]([F:28])([F:27])[F:26])=[O:22])=[CH:17][CH:16]=1.[C:30]([O:34][C:35](O[C:35]([O:34][C:30]([CH3:33])([CH3:32])[CH3:31])=[O:36])=[O:36])([CH3:33])([CH3:32])[CH3:31].C(=O)([O-])[O-].[Na+].[Na+], predict the reaction product. (3) Given the reactants N1CCCCC1.[CH2:7]([O:9][C:10](=[O:15])[CH2:11][C:12]([O-])=O)[CH3:8].[S:16]1[CH:20]=[CH:19][CH:18]=[C:17]1[C:21]1[NH:25][CH:24]=[C:23](C=O)[CH:22]=1, predict the reaction product. The product is: [S:16]1[CH:20]=[CH:19][CH:18]=[C:17]1[C:21]1[NH:25][CH:24]=[C:23](/[CH:12]=[CH:11]/[C:10]([O:9][CH2:7][CH3:8])=[O:15])[CH:22]=1. (4) Given the reactants O1C=N[C:3]([C:6]([NH:9][C:10]([C:12]2[CH:13]=[C:14]([C:18]3[CH:19]=[C:20]4[C:29]([C:30]([NH:32][CH3:33])=[O:31])=[C:28]([C:34]5[CH:39]=[CH:38][C:37]([F:40])=[CH:36][CH:35]=5)[O:27][C:21]4=[N:22][C:23]=3/[CH:24]=[CH:25]/[CH3:26])[CH:15]=[CH:16][CH:17]=2)=[O:11])([CH3:8])[CH3:7])=[N:2]1, predict the reaction product. The product is: [C:3]([C:6]([NH:9][C:10]([C:12]1[CH:13]=[C:14]([C:18]2[CH:19]=[C:20]3[C:29]([C:30]([NH:32][CH3:33])=[O:31])=[C:28]([C:34]4[CH:39]=[CH:38][C:37]([F:40])=[CH:36][CH:35]=4)[O:27][C:21]3=[N:22][C:23]=2[CH2:24][CH2:25][CH3:26])[CH:15]=[CH:16][CH:17]=1)=[O:11])([CH3:7])[CH3:8])#[N:2].